Dataset: Reaction yield outcomes from USPTO patents with 853,638 reactions. Task: Predict the reaction yield, written as a fraction of the theoretical maximum amount of product (1.0 means a 100% yield; for example, 0.34 means a 34% yield). (1) The reactants are Br[C:2]1[C:7]([O:8][C:9]([F:12])([F:11])[CH3:10])=[CH:6][CH:5]=[CH:4][N:3]=1.[CH:13]1(B(O)O)[CH2:15][CH2:14]1.[O-]P([O-])([O-])=O.[K+].[K+].[K+].C1(P(C2CCCCC2)C2CCCCC2)CCCCC1. The catalyst is C1(C)C=CC=CC=1.O.C([O-])(=O)C.[Pd+2].C([O-])(=O)C.C(OCC)(=O)C. The product is [CH:13]1([C:2]2[C:7]([O:8][C:9]([F:12])([F:11])[CH3:10])=[CH:6][CH:5]=[CH:4][N:3]=2)[CH2:15][CH2:14]1. The yield is 0.430. (2) The reactants are [F:1][CH2:2][CH2:3][N:4]([CH3:14])[C:5]1[CH:12]=[CH:11][C:8]([CH:9]=O)=[C:7]([OH:13])[CH:6]=1.C[O:16][C:17](=O)[CH2:18][C:19]1[O:20][C:21]([C:24]2[S:25][CH:26]=[CH:27][CH:28]=2)=[N:22][N:23]=1.N1CCCCC1. The catalyst is C1C=CC=CC=1.C(#N)C. The product is [F:1][CH2:2][CH2:3][N:4]([CH3:14])[C:5]1[CH:6]=[C:7]2[C:8]([CH:9]=[C:18]([C:19]3[O:20][C:21]([C:24]4[S:25][CH:26]=[CH:27][CH:28]=4)=[N:22][N:23]=3)[C:17](=[O:16])[O:13]2)=[CH:11][CH:12]=1. The yield is 0.190. (3) The reactants are C(N(C(C)C)CC)(C)C.[Br:10][C:11]1[CH:16]=[C:15]([C:17]([O-:19])=O)[CH:14]=[CH:13][C:12]=1[C:20]([O:22][CH3:23])=[O:21].CN(C(ON1N=NC2C=CC=CC1=2)=[N+](C)C)C.F[P-](F)(F)(F)(F)F.Cl.[NH:49]1[C:57]2[CH:56]=[CH:55][CH:54]=[C:53]([CH2:58][NH2:59])[C:52]=2[CH:51]=[CH:50]1.C1C=CC2N(O)N=NC=2C=1. The catalyst is CN(C)C=O. The product is [Br:10][C:11]1[CH:16]=[C:15]([C:17]([NH:59][CH2:58][C:53]2[CH:54]=[CH:55][CH:56]=[C:57]3[C:52]=2[CH:51]=[CH:50][NH:49]3)=[O:19])[CH:14]=[CH:13][C:12]=1[C:20]([O:22][CH3:23])=[O:21]. The yield is 0.700. (4) The reactants are [CH2:1]([C@@:4]1([C:20]2[CH:25]=[CH:24][CH:23]=[CH:22][CH:21]=2)[O:9][C:8](=[O:10])[N:7]([C@H:11]([C:13]2[CH:18]=[CH:17][C:16](Br)=[CH:15][CH:14]=2)[CH3:12])[CH2:6][CH2:5]1)[CH:2]=[CH2:3].[F:26][C:27]1[CH:32]=[CH:31][C:30](B(O)O)=[CH:29][CH:28]=1.C([O-])([O-])=O.[Cs+].[Cs+]. The catalyst is O1CCOCC1.Cl[Pd](Cl)([P](C1C=CC=CC=1)(C1C=CC=CC=1)C1C=CC=CC=1)[P](C1C=CC=CC=1)(C1C=CC=CC=1)C1C=CC=CC=1. The product is [CH2:1]([C@@:4]1([C:20]2[CH:25]=[CH:24][CH:23]=[CH:22][CH:21]=2)[O:9][C:8](=[O:10])[N:7]([C@H:11]([C:13]2[CH:18]=[CH:17][C:16]([C:30]3[CH:31]=[CH:32][C:27]([F:26])=[CH:28][CH:29]=3)=[CH:15][CH:14]=2)[CH3:12])[CH2:6][CH2:5]1)[CH:2]=[CH2:3]. The yield is 0.880. (5) The reactants are [Cl:1][C:2]1[CH:3]=[C:4]([NH2:17])[C:5]([NH2:16])=[CH:6][C:7]=1[O:8][C:9]1[CH:14]=[CH:13][C:12]([F:15])=[CH:11][CH:10]=1.O.C(=O)(O)[O-].[Na+].[F:24][C:25]([F:36])([F:35])[C:26]([F:34])([F:33])[C:27]([F:32])([F:31])[C:28](O)=O. No catalyst specified. The product is [Cl:1][C:2]1[C:7]([O:8][C:9]2[CH:10]=[CH:11][C:12]([F:15])=[CH:13][CH:14]=2)=[CH:6][C:5]2[NH:16][C:28]([C:27]([F:31])([F:32])[C:26]([F:33])([F:34])[C:25]([F:36])([F:35])[F:24])=[N:17][C:4]=2[CH:3]=1. The yield is 0.0200. (6) The reactants are [Br:1][C:2]1[CH:7]=[C:6]([C:8]([OH:10])=O)[CH:5]=[CH:4][N:3]=1.C1C=CC2N(O)N=NC=2C=1.CN([C:24]([O:28][N:29]1N=NC2C=CC=C[C:30]1=2)=[N+](C)C)C.F[P-](F)(F)(F)(F)F.Cl.CNOC.C(N(C(C)C)CC)(C)C. The catalyst is CS(C)=O.O. The product is [Br:1][C:2]1[CH:7]=[C:6]([CH:5]=[CH:4][N:3]=1)[C:8]([N:29]([O:28][CH3:24])[CH3:30])=[O:10]. The yield is 0.860.